This data is from Full USPTO retrosynthesis dataset with 1.9M reactions from patents (1976-2016). The task is: Predict the reactants needed to synthesize the given product. (1) Given the product [Cl:13][C:14]1[C:19]([Cl:20])=[CH:18][CH:17]=[CH:16][C:15]=1[S:21]([NH:1][C:2]1[C:7]([O:26][CH3:25])=[N:6][C:5]([C:9]#[N:10])=[C:4]([C:11]#[N:12])[N:3]=1)(=[O:23])=[O:22], predict the reactants needed to synthesize it. The reactants are: [NH2:1][C:2]1[N:3]=[C:4]([C:11]#[N:12])[C:5]([C:9]#[N:10])=[N:6][C:7]=1Cl.[Cl:13][C:14]1[C:19]([Cl:20])=[CH:18][CH:17]=[CH:16][C:15]=1[S:21](Cl)(=[O:23])=[O:22].[CH3:25][O-:26].[Na+]. (2) Given the product [Cl:1][C:2]1[CH:3]=[C:4]([O:13][CH3:14])[CH:5]=[CH:6][C:7]=1[O:8][C:9]([F:11])([F:12])[F:10], predict the reactants needed to synthesize it. The reactants are: [Cl:1][C:2]1[CH:3]=[C:4]([OH:13])[CH:5]=[CH:6][C:7]=1[O:8][C:9]([F:12])([F:11])[F:10].[CH3:14]OS(OC)(=O)=O.S([O-])([O-])(=O)=O.C([N+](CCCC)(CCCC)CCCC)CCC.C([N+](CCCC)(CCCC)CCCC)CCC.[OH-].[Na+].